Binary Classification. Given a miRNA mature sequence and a target amino acid sequence, predict their likelihood of interaction. From a dataset of Experimentally validated miRNA-target interactions with 360,000+ pairs, plus equal number of negative samples. (1) The miRNA is hsa-miR-3663-3p with sequence UGAGCACCACACAGGCCGGGCGC. The protein sequence of the target gene is MRKTNMWFLERLRGSGENGASRGEAGDKSSKGPLYSNVLTPDKIPDFFIPPKLPSGPTEAEGQADLGPSTSEQNLASPGPRRAPRSPRLPAKLASESRSLLKAATRHVIQIESAEDWTAEEATNADPQAQGAMSLPSVPKAQTSYGFATLAESPHTRRKESLFHSEHGALAQVGSPGAGRRRAGAKGNGGDGGSREVGGALMSPSRYFSGGESDTGSSAESSPFGSPLLSRSVSLLKGFAQDSQAKVSQLKQSVGRHGSLSADDSTPDTSPGVRRRLSRRATPEPGPESGQAPRGEHTVK.... Result: 0 (no interaction). (2) The miRNA is hsa-miR-340-5p with sequence UUAUAAAGCAAUGAGACUGAUU. The protein sequence of the target gene is MKAKRSHQAVIMSTSLRVSPSIHGYHFDTASRKKAVGNIFENTDQESLERLFRNSGDKKAEERAKIIFAIDQDVEEKTRALMALKKRTKDKLFQFLKLRKYSIKVH. Result: 1 (interaction). (3) The miRNA is mmu-miR-683 with sequence CCUGCUGUAAGCUGUGUCCUC. The protein sequence of the target gene is MGPPSASPHRECIPWQGLLLTASLLNFWNPPTTAKLTIESMPLSVAEGKEVLLLVHNLPQHLFGYSWYKGERVDGNSLIVGYVIGTQQATPGAAYSGRETIYTNASLLIQNVTQNDIGFYTLQVIKSDLVNEEATGQFHVYQENAPGLPVGAVAGIVTGVLVGVALVAALVCFLLLAKTGRTSIQRDLKEQQPQALAPGRGPSHSSAFSMSPLSTAQAPLPNPRTAASIYEELLKHDTNIYCRMDHKAEVAS. Result: 0 (no interaction).